This data is from Reaction yield outcomes from USPTO patents with 853,638 reactions. The task is: Predict the reaction yield, written as a fraction of the theoretical maximum amount of product (1.0 means a 100% yield; for example, 0.34 means a 34% yield). (1) The yield is 0.980. The reactants are CCO.O.[Cl:5][C:6]1[CH:11]=[CH:10][C:9]([C:12]2[CH:13]=[C:14]([C:17]([O:19]C)=[O:18])[NH:15][CH:16]=2)=[CH:8][CH:7]=1.[OH-].[Na+]. The product is [Cl:5][C:6]1[CH:11]=[CH:10][C:9]([C:12]2[CH:13]=[C:14]([C:17]([OH:19])=[O:18])[NH:15][CH:16]=2)=[CH:8][CH:7]=1. The catalyst is CCO. (2) The reactants are C([O:5][NH:6][C:7](=[O:21])[C:8]1[CH:13]=[CH:12][C:11]([C:14]2[CH:19]=[CH:18][CH:17]=[C:16]([NH2:20])[CH:15]=2)=[CH:10][CH:9]=1)(C)(C)C.[Cl:22][C:23]1[CH:24]=[C:25]([CH:29]=[CH:30][C:31]=1[Cl:32])[C:26](Cl)=[O:27]. The catalyst is C1COCC1.C(OCC)(=O)C. The product is [OH:5][NH:6][C:7](=[O:21])[C:8]1[CH:9]=[CH:10][C:11]([C:14]2[CH:19]=[CH:18][CH:17]=[C:16]([NH:20][C:26]([C:25]3[CH:29]=[CH:30][C:31]([Cl:32])=[C:23]([Cl:22])[CH:24]=3)=[O:27])[CH:15]=2)=[CH:12][CH:13]=1. The yield is 0.750. (3) The reactants are [CH2:1]([O:3][C:4](=[O:41])/[CH:5]=[CH:6]/[C:7]1[CH:12]=[CH:11][C:10]([C:13]([CH2:38][CH3:39])([C:16]2[CH:21]=[CH:20][C:19](/[CH:22]=[CH:23]/[C:24]([O:33][CH2:34][O:35][CH3:36])([C:29]([F:32])([F:31])[F:30])[C:25]([F:28])([F:27])[F:26])=[C:18]([CH3:37])[CH:17]=2)[CH2:14][CH3:15])=[CH:9][C:8]=1[CH3:40])[CH3:2].[BH4-].[Na+].[NH4+].[Cl-]. The catalyst is CO.C(Cl)Cl.Cl[Ni]Cl. The product is [CH2:1]([O:3][C:4](=[O:41])[CH2:5][CH2:6][C:7]1[CH:12]=[CH:11][C:10]([C:13]([CH2:38][CH3:39])([C:16]2[CH:21]=[CH:20][C:19](/[CH:22]=[CH:23]/[C:24]([O:33][CH2:34][O:35][CH3:36])([C:29]([F:30])([F:32])[F:31])[C:25]([F:28])([F:26])[F:27])=[C:18]([CH3:37])[CH:17]=2)[CH2:14][CH3:15])=[CH:9][C:8]=1[CH3:40])[CH3:2]. The yield is 0.823. (4) The reactants are [NH2:1][CH:2]1[CH2:7][CH2:6][N:5]([CH2:8][CH2:9][N:10]2[C:15]3[CH:16]=[C:17]([S:20]([CH3:23])(=[O:22])=[O:21])[CH:18]=[CH:19][C:14]=3[O:13][CH2:12][C:11]2=[O:24])[CH2:4][CH2:3]1.[O:25]=[C:26]1[CH2:31][O:30][C:29]2[CH:32]=[CH:33][C:34]([CH:36]=O)=[N:35][C:28]=2[NH:27]1.C([BH3-])#N.[Na+]. No catalyst specified. The product is [CH3:23][S:20]([C:17]1[CH:18]=[CH:19][C:14]2[O:13][CH2:12][C:11](=[O:24])[N:10]([CH2:9][CH2:8][N:5]3[CH2:6][CH2:7][CH:2]([NH:1][CH2:36][C:34]4[CH:33]=[CH:32][C:29]5[O:30][CH2:31][C:26](=[O:25])[NH:27][C:28]=5[N:35]=4)[CH2:3][CH2:4]3)[C:15]=2[CH:16]=1)(=[O:22])=[O:21]. The yield is 0.0800. (5) The reactants are [CH3:1][C:2]1[C:6]([CH2:7][N:8]2[CH:12]=[C:11]([N:13]3[C:17](=[O:18])[CH:16]([CH3:19])[NH:15][C:14]3=[O:20])[CH:10]=[N:9]2)=[C:5]([CH3:21])[O:4][N:3]=1.[CH2:22](Br)[C:23]1[CH:28]=[CH:27][CH:26]=[CH:25][CH:24]=1. No catalyst specified. The product is [CH2:22]([N:15]1[CH:16]([CH3:19])[C:17](=[O:18])[N:13]([C:11]2[CH:10]=[N:9][N:8]([CH2:7][C:6]3[C:2]([CH3:1])=[N:3][O:4][C:5]=3[CH3:21])[CH:12]=2)[C:14]1=[O:20])[C:23]1[CH:28]=[CH:27][CH:26]=[CH:25][CH:24]=1. The yield is 0.500. (6) The reactants are [CH3:1][O:2][C:3]([C:5]1[NH:6][CH:7]=[CH:8][CH:9]=1)=[O:4].[Br:10]Br. The catalyst is C(Cl)(Cl)(Cl)Cl.II. The product is [CH3:1][O:2][C:3]([C:5]1[NH:6][C:7]([Br:10])=[CH:8][CH:9]=1)=[O:4]. The yield is 0.270.